This data is from P-glycoprotein inhibition data for predicting drug efflux from Broccatelli et al.. The task is: Regression/Classification. Given a drug SMILES string, predict its absorption, distribution, metabolism, or excretion properties. Task type varies by dataset: regression for continuous measurements (e.g., permeability, clearance, half-life) or binary classification for categorical outcomes (e.g., BBB penetration, CYP inhibition). Dataset: pgp_broccatelli. (1) The compound is C[C@@H](Cc1ccc2c(c1)OCO2)NC[C@@H](O)c1ccc(O)c(O)c1. The result is 0 (non-inhibitor). (2) The drug is C[C@H](C(=O)O)c1ccc(N2CC=CC2)c(Cl)c1. The result is 0 (non-inhibitor). (3) The compound is Nc1nnc(-c2cccc(Cl)c2Cl)c(N)n1. The result is 0 (non-inhibitor). (4) The molecule is COc1ccc(CCN(C)CCN2C(=O)[C@@H]3C4c5ccccc5C(c5ccccc54)[C@H]3C2=O)cc1OC. The result is 1 (inhibitor). (5) The drug is CC(C)NC[C@@H](O)COc1ccc(CCOCC2CC2)cc1. The result is 0 (non-inhibitor). (6) The molecule is N#Cc1c2n(c3c(NCCc4ccccc4)ncnc13)CCCC2. The result is 1 (inhibitor). (7) The drug is COc1cc2c(cc1OC)CN(CCNC(=O)c1ccccc1NC(=O)c1ccc(C(=O)c3ccccc3)cc1)CC2. The result is 1 (inhibitor).